This data is from Reaction yield outcomes from USPTO patents with 853,638 reactions. The task is: Predict the reaction yield, written as a fraction of the theoretical maximum amount of product (1.0 means a 100% yield; for example, 0.34 means a 34% yield). (1) The reactants are [CH3:1][O:2][C:3](=[O:12])[CH2:4][C:5]1[CH:10]=[CH:9][C:8](Br)=[CH:7][CH:6]=1.C1(P(C2CCCCC2)C2C=CC=CC=2C2C(OC)=CC=CC=2OC)CCCCC1.P([O-])([O-])([O-])=O.[K+].[K+].[K+].[CH2:50]([C:52]([C:71]1[CH:84]=[CH:83][C:74]([O:75][CH2:76][C:77](=[O:82])[C:78]([CH3:81])([CH3:80])[CH3:79])=[C:73]([CH3:85])[CH:72]=1)([C:55]1[CH:60]=[CH:59][C:58](B2OC(C)(C)C(C)(C)O2)=[C:57]([CH3:70])[CH:56]=1)[CH2:53][CH3:54])[CH3:51].C(=O)(O)[O-].[Na+]. The catalyst is C1(C)C=CC=CC=1.C([O-])(=O)C.[Pd+2].C([O-])(=O)C.O. The product is [CH3:1][O:2][C:3](=[O:12])[CH2:4][C:5]1[CH:10]=[CH:9][C:8]([C:58]2[CH:59]=[CH:60][C:55]([C:52]([C:71]3[CH:84]=[CH:83][C:74]([O:75][CH2:76][C:77](=[O:82])[C:78]([CH3:80])([CH3:79])[CH3:81])=[C:73]([CH3:85])[CH:72]=3)([CH2:53][CH3:54])[CH2:50][CH3:51])=[CH:56][C:57]=2[CH3:70])=[CH:7][CH:6]=1. The yield is 0.970. (2) The reactants are [C:1]([O:5][C:6]([N:8]1[CH2:13][CH2:12][CH:11]([CH:14]=O)[CH2:10][CH2:9]1)=[O:7])([CH3:4])([CH3:3])[CH3:2].[C:16](=O)([O-])[O-].[K+].[K+].COP(C(=[N+]=[N-])C(=O)C)(=O)OC. The catalyst is CO. The product is [C:1]([O:5][C:6]([N:8]1[CH2:13][CH2:12][CH:11]([C:14]#[CH:16])[CH2:10][CH2:9]1)=[O:7])([CH3:4])([CH3:3])[CH3:2]. The yield is 0.880. (3) The reactants are C(N(CC)CC)C.Cl[CH2:9][C:10]1[CH:15]=[CH:14][N:13]=[C:12]([N:16]([CH3:18])[CH3:17])[CH:11]=1.[C:19]([C:23]1[CH:28]=[CH:27][C:26]([NH:29][C:30](=[O:38])[C:31]2[CH:36]=[CH:35][CH:34]=[CH:33][C:32]=2[SH:37])=[CH:25][CH:24]=1)([CH3:22])([CH3:21])[CH3:20]. The catalyst is CN(C)C=O.C(OCC)(=O)C. The product is [C:19]([C:23]1[CH:28]=[CH:27][C:26]([NH:29][C:30](=[O:38])[C:31]2[CH:36]=[CH:35][CH:34]=[CH:33][C:32]=2[S:37][CH2:9][C:10]2[CH:15]=[CH:14][N:13]=[C:12]([N:16]([CH3:18])[CH3:17])[CH:11]=2)=[CH:25][CH:24]=1)([CH3:22])([CH3:20])[CH3:21]. The yield is 0.220. (4) The reactants are [CH2:1]([N:8]([CH2:16][CH2:17][OH:18])[C:9]([O:11][C:12]([CH3:15])([CH3:14])[CH3:13])=[O:10])[C:2]1[CH:7]=[CH:6][CH:5]=[CH:4][CH:3]=1.[F:19][C:20]1[CH:25]=[CH:24][C:23](O)=[CH:22][CH:21]=1.C1C=CC(P(C2C=CC=CC=2)C2C=CC=CC=2)=CC=1.CC(OC(/N=N/C(OC(C)C)=O)=O)C. The product is [CH2:1]([N:8]([CH2:16][CH2:17][O:18][C:23]1[CH:24]=[CH:25][C:20]([F:19])=[CH:21][CH:22]=1)[C:9]([O:11][C:12]([CH3:13])([CH3:14])[CH3:15])=[O:10])[C:2]1[CH:7]=[CH:6][CH:5]=[CH:4][CH:3]=1. The yield is 0.640. The catalyst is C1COCC1. (5) The reactants are [N:1]1([CH2:7][CH2:8][N:9]2[C:13]3[CH:14]=[CH:15][CH:16]=[CH:17][C:12]=3[N:11]([C:18]([NH:20][C@H:21]([C:26]([O:28]C)=[O:27])[C@H:22]([CH2:24][CH3:25])[CH3:23])=[O:19])[C:10]2=[O:30])[CH2:6][CH2:5][O:4][CH2:3][CH2:2]1.[ClH:31]. The catalyst is C(O)(=O)C. The product is [ClH:31].[N:1]1([CH2:7][CH2:8][N:9]2[C:13]3[CH:14]=[CH:15][CH:16]=[CH:17][C:12]=3[N:11]([C:18]([NH:20][C@H:21]([C:26]([OH:28])=[O:27])[C@H:22]([CH2:24][CH3:25])[CH3:23])=[O:19])[C:10]2=[O:30])[CH2:6][CH2:5][O:4][CH2:3][CH2:2]1. The yield is 0.810.